From a dataset of NCI-60 drug combinations with 297,098 pairs across 59 cell lines. Regression. Given two drug SMILES strings and cell line genomic features, predict the synergy score measuring deviation from expected non-interaction effect. (1) Drug 1: COC1=C(C=C2C(=C1)N=CN=C2NC3=CC(=C(C=C3)F)Cl)OCCCN4CCOCC4. Drug 2: CN1C(=O)N2C=NC(=C2N=N1)C(=O)N. Cell line: OVCAR-8. Synergy scores: CSS=33.2, Synergy_ZIP=-6.79, Synergy_Bliss=6.38, Synergy_Loewe=-16.0, Synergy_HSA=4.27. (2) Drug 1: CCC1=C2CN3C(=CC4=C(C3=O)COC(=O)C4(CC)O)C2=NC5=C1C=C(C=C5)O. Drug 2: CC(C)NC(=O)C1=CC=C(C=C1)CNNC.Cl. Cell line: TK-10. Synergy scores: CSS=7.53, Synergy_ZIP=-2.00, Synergy_Bliss=2.25, Synergy_Loewe=-16.2, Synergy_HSA=-0.792.